Dataset: Reaction yield outcomes from USPTO patents with 853,638 reactions. Task: Predict the reaction yield, written as a fraction of the theoretical maximum amount of product (1.0 means a 100% yield; for example, 0.34 means a 34% yield). (1) The reactants are Br[CH2:2][CH2:3][O:4][C:5]1[CH:6]=[C:7]2[C:11](=[CH:12][CH:13]=1)[N:10]([C:14]1[CH:19]=[CH:18][CH:17]=[C:16]([I:20])[CH:15]=1)[N:9]=[C:8]2[C:21]([NH2:23])=[O:22].C([N:27]([CH2:31][CH3:32])[CH:28](C)C)(C)C.N1CCC1. The catalyst is C(#N)C. The product is [N:27]1([CH2:2][CH2:3][O:4][C:5]2[CH:6]=[C:7]3[C:11](=[CH:12][CH:13]=2)[N:10]([C:14]2[CH:19]=[CH:18][CH:17]=[C:16]([I:20])[CH:15]=2)[N:9]=[C:8]3[C:21]([NH2:23])=[O:22])[CH2:28][CH2:32][CH2:31]1. The yield is 0.390. (2) The reactants are [F:1][C:2]1[CH:7]=[C:6]([O:8][C:9]2[CH:14]=[CH:13][N:12]=[C:11]([CH3:15])[CH:10]=2)[CH:5]=[CH:4][C:3]=1B(O)O.C([O-])(O)=O.[Na+].Br[C:25]1[CH:30]=[CH:29][N:28]([CH2:31][CH2:32][CH2:33][CH3:34])[C:27](=[O:35])[C:26]=1[C:36]#[N:37]. The catalyst is O1CCOCC1.C1C=CC([P]([Pd]([P](C2C=CC=CC=2)(C2C=CC=CC=2)C2C=CC=CC=2)([P](C2C=CC=CC=2)(C2C=CC=CC=2)C2C=CC=CC=2)[P](C2C=CC=CC=2)(C2C=CC=CC=2)C2C=CC=CC=2)(C2C=CC=CC=2)C2C=CC=CC=2)=CC=1. The product is [CH2:31]([N:28]1[CH:29]=[CH:30][C:25]([C:3]2[CH:4]=[CH:5][C:6]([O:8][C:9]3[CH:14]=[CH:13][N:12]=[C:11]([CH3:15])[CH:10]=3)=[CH:7][C:2]=2[F:1])=[C:26]([C:36]#[N:37])[C:27]1=[O:35])[CH2:32][CH2:33][CH3:34]. The yield is 0.680. (3) The reactants are [CH:1]1([C:7]2[CH:12]=[CH:11][C:10]([NH:13][C:14](=[O:16])[CH3:15])=[CH:9][C:8]=2[N+:17]([O-])=O)[CH2:6][CH2:5][CH2:4][CH2:3][CH2:2]1.C([O-])=O.[NH4+]. The catalyst is C(O)C.[Pd]. The product is [NH2:17][C:8]1[CH:9]=[C:10]([NH:13][C:14](=[O:16])[CH3:15])[CH:11]=[CH:12][C:7]=1[CH:1]1[CH2:6][CH2:5][CH2:4][CH2:3][CH2:2]1. The yield is 0.900. (4) The reactants are [NH2:1][C:2]1[C:7]([CH3:8])=[CH:6][C:5]([OH:9])=[C:4]([CH3:10])[CH:3]=1.[CH3:11][C:12]([O:15][C:16](O[C:16]([O:15][C:12]([CH3:14])([CH3:13])[CH3:11])=[O:17])=[O:17])([CH3:14])[CH3:13]. The catalyst is C1COCC1. The product is [C:12]([O:15][C:16](=[O:17])[NH:1][C:2]1[CH:3]=[C:4]([CH3:10])[C:5]([OH:9])=[CH:6][C:7]=1[CH3:8])([CH3:14])([CH3:13])[CH3:11]. The yield is 0.900. (5) The reactants are [F:1][C:2]1[CH:7]=[CH:6][C:5]([C:8]2[N:9]=[C:10]([NH2:23])[S:11][C:12]=2[CH2:13][C:14]2[CH:19]=[CH:18][C:17]([N+:20]([O-:22])=[O:21])=[CH:16][CH:15]=2)=[CH:4][CH:3]=1.[CH3:24][O:25][C:26]1[CH:27]=[C:28]([CH:32]=[CH:33][C:34]=1[O:35][CH3:36])[C:29](Cl)=[O:30]. No catalyst specified. The product is [F:1][C:2]1[CH:3]=[CH:4][C:5]([C:8]2[N:9]=[C:10]([NH:23][C:29](=[O:30])[C:28]3[CH:32]=[CH:33][C:34]([O:35][CH3:36])=[C:26]([O:25][CH3:24])[CH:27]=3)[S:11][C:12]=2[CH2:13][C:14]2[CH:19]=[CH:18][C:17]([N+:20]([O-:22])=[O:21])=[CH:16][CH:15]=2)=[CH:6][CH:7]=1. The yield is 0.240. (6) The reactants are [CH:1]1([CH2:6][CH:7]([C:11]2[CH:16]=[CH:15][C:14]([S:17]([CH2:20][O:21][CH3:22])(=[O:19])=[O:18])=[CH:13][CH:12]=2)[C:8](O)=[O:9])[CH2:5][CH2:4][CH2:3][CH2:2]1.F[P-](F)(F)(F)(F)F.N1(O[P+](N(C)C)(N(C)C)N(C)C)C2C=CC=CC=2N=N1.[NH2:50][C:51]1[S:52][CH:53]=[CH:54][N:55]=1.C(N(CC)CC)C.C(=O)(O)[O-].[Na+]. The catalyst is C(Cl)Cl. The product is [CH:1]1([CH2:6][CH:7]([C:11]2[CH:16]=[CH:15][C:14]([S:17]([CH2:20][O:21][CH3:22])(=[O:19])=[O:18])=[CH:13][CH:12]=2)[C:8]([NH:50][C:51]2[S:52][CH:53]=[CH:54][N:55]=2)=[O:9])[CH2:2][CH2:3][CH2:4][CH2:5]1. The yield is 0.592. (7) The reactants are [CH:1](=[N:8][C@@H:9]([CH:12]([CH3:14])[CH3:13])[CH2:10][OH:11])[C:2]1[CH:7]=[CH:6][CH:5]=[CH:4][CH:3]=1.C(N(CC)CC)C.[CH3:22][Si:23](Cl)([CH3:25])[CH3:24]. The catalyst is ClCCl. The product is [CH3:13][CH:12]([CH3:14])[C@H:9](/[N:8]=[CH:1]/[C:2]1[CH:7]=[CH:6][CH:5]=[CH:4][CH:3]=1)[CH2:10][O:11][Si:23]([CH3:25])([CH3:24])[CH3:22]. The yield is 0.910.